This data is from NCI-60 drug combinations with 297,098 pairs across 59 cell lines. The task is: Regression. Given two drug SMILES strings and cell line genomic features, predict the synergy score measuring deviation from expected non-interaction effect. (1) Drug 1: CCCS(=O)(=O)NC1=C(C(=C(C=C1)F)C(=O)C2=CNC3=C2C=C(C=N3)C4=CC=C(C=C4)Cl)F. Drug 2: CNC(=O)C1=CC=CC=C1SC2=CC3=C(C=C2)C(=NN3)C=CC4=CC=CC=N4. Cell line: SK-MEL-2. Synergy scores: CSS=7.79, Synergy_ZIP=6.38, Synergy_Bliss=11.9, Synergy_Loewe=7.52, Synergy_HSA=8.10. (2) Drug 1: CC(C1=C(C=CC(=C1Cl)F)Cl)OC2=C(N=CC(=C2)C3=CN(N=C3)C4CCNCC4)N. Drug 2: C1CC(C1)(C(=O)O)C(=O)O.[NH2-].[NH2-].[Pt+2]. Cell line: LOX IMVI. Synergy scores: CSS=43.5, Synergy_ZIP=-7.00, Synergy_Bliss=2.38, Synergy_Loewe=4.42, Synergy_HSA=5.40.